The task is: Predict which catalyst facilitates the given reaction.. This data is from Catalyst prediction with 721,799 reactions and 888 catalyst types from USPTO. (1) Reactant: [CH2:1]([S:8][C:9]1[CH:14]=[CH:13][CH:12]=[CH:11][C:10]=1[CH2:15]O)[C:2]1[CH:7]=[CH:6][CH:5]=[CH:4][CH:3]=1.P(Br)(Br)[Br:18]. Product: [Br:18][CH2:15][C:10]1[CH:11]=[CH:12][CH:13]=[CH:14][C:9]=1[S:8][CH2:1][C:2]1[CH:7]=[CH:6][CH:5]=[CH:4][CH:3]=1. The catalyst class is: 28. (2) Reactant: [F:1][C:2]([C:5]1[CH:10]=[CH:9][CH:8]=[C:7]([N+:11]([O-])=O)[CH:6]=1)([F:4])[CH3:3]. Product: [F:1][C:2]([C:5]1[CH:6]=[C:7]([NH2:11])[CH:8]=[CH:9][CH:10]=1)([F:4])[CH3:3]. The catalyst class is: 19. (3) Reactant: [CH3:1][O:2][C:3]1[CH:4]=[C:5]([CH:8]=[C:9]([O:11][CH3:12])[CH:10]=1)[CH:6]=O.[OH:13][C:14]1[CH:19]=[CH:18][C:17]([CH2:20][C:21]([OH:23])=[O:22])=[CH:16][CH:15]=1.C(OC(=O)C)(=O)C.Cl. Product: [CH3:1][O:2][C:3]1[CH:4]=[C:5]([CH:6]=[C:20]([C:17]2[CH:18]=[CH:19][C:14]([OH:13])=[CH:15][CH:16]=2)[C:21]([OH:23])=[O:22])[CH:8]=[C:9]([O:11][CH3:12])[CH:10]=1. The catalyst class is: 66. (4) Reactant: [C:1]([O:5][C:6]([NH:8][C@H:9]([CH:14]1[CH2:17][O:16][CH2:15]1)[C:10]([O:12]C)=[O:11])=[O:7])([CH3:4])([CH3:3])[CH3:2].[OH-].[Na+]. Product: [C:1]([O:5][C:6]([NH:8][C@H:9]([CH:14]1[CH2:15][O:16][CH2:17]1)[C:10]([OH:12])=[O:11])=[O:7])([CH3:4])([CH3:2])[CH3:3]. The catalyst class is: 5. (5) Reactant: Cl.O1CCOCC1.[CH2:8]([O:10][C:11]1[CH:12]=[C:13]([C:17]2[CH:22]=[CH:21][C:20]([CH2:23][CH:24]([NH:43][S:44]([C:47]3[CH:52]=[CH:51][CH:50]=[CH:49][N:48]=3)(=[O:46])=[O:45])[C:25]3[N:30]=[C:29]([NH:31][CH2:32][C:33]([O:35]C(OC(C)(C)C)=O)=[O:34])[CH:28]=[CH:27][CH:26]=3)=[CH:19][CH:18]=2)[CH:14]=[CH:15][CH:16]=1)[CH3:9]. Product: [CH2:8]([O:10][C:11]1[CH:12]=[C:13]([C:17]2[CH:22]=[CH:21][C:20]([CH2:23][CH:24]([NH:43][S:44]([C:47]3[CH:52]=[CH:51][CH:50]=[CH:49][N:48]=3)(=[O:45])=[O:46])[C:25]3[N:30]=[C:29]([NH:31][CH2:32][C:33]([OH:35])=[O:34])[CH:28]=[CH:27][CH:26]=3)=[CH:19][CH:18]=2)[CH:14]=[CH:15][CH:16]=1)[CH3:9]. The catalyst class is: 6.